From a dataset of Full USPTO retrosynthesis dataset with 1.9M reactions from patents (1976-2016). Predict the reactants needed to synthesize the given product. (1) Given the product [N:21]1[CH:22]=[CH:23][CH:24]=[CH:25][C:20]=1[NH:19][C:3]([CH:5]1[CH2:11][CH2:10][O:9][C:8]2[CH:12]=[C:13]([Cl:17])[C:14]([Cl:16])=[CH:15][C:7]=2[C:6]1=[O:18])=[O:4], predict the reactants needed to synthesize it. The reactants are: CO[C:3]([CH:5]1[CH2:11][CH2:10][O:9][C:8]2[CH:12]=[C:13]([Cl:17])[C:14]([Cl:16])=[CH:15][C:7]=2[C:6]1=[O:18])=[O:4].[NH2:19][C:20]1[CH:25]=[CH:24][CH:23]=[CH:22][N:21]=1. (2) Given the product [CH3:25][N:24]([CH3:26])[C@@H:21]1[CH2:22][CH2:23][C@H:19]([C:10]2[C:11]3[C:16](=[CH:15][CH:14]=[C:13]([C:17]#[N:18])[CH:12]=3)[NH:8][CH:9]=2)[CH2:20]1, predict the reactants needed to synthesize it. The reactants are: C([N:8]1[C:16]2[C:11](=[CH:12][C:13]([C:17]#[N:18])=[CH:14][CH:15]=2)[C:10]([C@H:19]2[CH2:23][CH2:22][C@@H:21]([N:24]([CH2:26]C3C=CC=CC=3)[CH3:25])[CH2:20]2)=[CH:9]1)(OC(C)(C)C)=O.C=O.C(O)(=O)C. (3) The reactants are: [Cl:1][C:2]1[CH:7]=[CH:6][C:5]([C@H:8]2[C@H:13]([OH:14])[C@@H:12]([OH:15])[C@H:11]([OH:16])[C@@H:10]([CH2:17][OH:18])[O:9]2)=[CH:4][C:3]=1[CH2:19][C:20]1[S:21][C:22]([C:25]2[CH:29]=[CH:28][S:27][CH:26]=2)=[CH:23][N:24]=1.Cl[C:31]([O:33][CH2:34][CH2:35][CH2:36][CH3:37])=[O:32]. Given the product [C:31](=[O:32])([O:18][CH2:17][C@@H:10]1[C@@H:11]([OH:16])[C@H:12]([OH:15])[C@@H:13]([OH:14])[C@H:8]([C:5]2[CH:6]=[CH:7][C:2]([Cl:1])=[C:3]([CH2:19][C:20]3[S:21][C:22]([C:25]4[CH:29]=[CH:28][S:27][CH:26]=4)=[CH:23][N:24]=3)[CH:4]=2)[O:9]1)[O:33][CH2:34][CH2:35][CH2:36][CH3:37], predict the reactants needed to synthesize it. (4) Given the product [C:30]([NH:33][CH2:34][CH2:35][NH:36][C:22](=[O:23])[C:21]1[CH:25]=[CH:26][CH:27]=[C:19]([C:10]2[C:11]3[C:6](=[CH:5][C:4]([O:3][CH3:2])=[C:13]4[O:14][C:15]([CH3:18])([CH3:17])[CH2:16][C:12]4=3)[CH2:7][C:8]([CH3:29])([CH3:28])[N:9]=2)[CH:20]=1)(=[O:32])[CH3:31], predict the reactants needed to synthesize it. The reactants are: Cl.[CH3:2][O:3][C:4]1[CH:5]=[C:6]2[C:11](=[C:12]3[CH2:16][C:15]([CH3:18])([CH3:17])[O:14][C:13]=13)[C:10]([C:19]1[CH:20]=[C:21]([CH:25]=[CH:26][CH:27]=1)[C:22](O)=[O:23])=[N:9][C:8]([CH3:29])([CH3:28])[CH2:7]2.[C:30]([NH:33][CH2:34][CH2:35][NH2:36])(=[O:32])[CH3:31].O.ON1C2C=CC=CC=2N=N1.C(N(CC)CC)C.Cl.C(N=C=NCCCN(C)C)C. (5) Given the product [Cl:29][C:30]1[C:31]([F:38])=[CH:32][C:33]([CH:21]([C:22]([O:24][CH2:1][CH3:2])=[O:23])[C:20]([O:26][CH2:27][CH3:28])=[O:25])=[C:34]([F:36])[CH:35]=1, predict the reactants needed to synthesize it. The reactants are: [C:1]1(C2C=CC=CC=2O)C=CC=C[CH:2]=1.C(=O)([O-])[O-].[Cs+].[Cs+].[C:20]([O:26][CH2:27][CH3:28])(=[O:25])[CH2:21][C:22]([O-:24])=[O:23].[Cl:29][C:30]1[CH:35]=[C:34]([F:36])[C:33](I)=[CH:32][C:31]=1[F:38].O1CCCC1. (6) Given the product [S:1]1[CH:5]=[N:4][N:3]=[C:2]1[O:6][C:7]1[CH:8]=[C:9]([CH3:23])[C:10]2[C@H:14]([CH2:15][C:16]([O:18][CH2:19][CH3:20])=[O:17])[O:13][B:12]([OH:21])[C:11]=2[CH:22]=1, predict the reactants needed to synthesize it. The reactants are: [S:1]1[CH:5]=[N:4][N:3]=[C:2]1[O:6][C:7]1[CH:8]=[C:9]([CH3:23])[C:10]2[C@@H:14]([CH2:15][C:16]([O:18][CH2:19][CH3:20])=[O:17])[O:13][B:12]([OH:21])[C:11]=2[CH:22]=1.C1COCC1.[Li+].[OH-].Cl.